This data is from Forward reaction prediction with 1.9M reactions from USPTO patents (1976-2016). The task is: Predict the product of the given reaction. (1) Given the reactants [OH:1][C:2]1[CH:7]=[CH:6][C:5]([CH2:8][CH2:9][NH:10][C:11]2[N:16]=[C:15]([C:17]3[CH:18]=[C:19]([CH:23]=[CH:24][CH:25]=3)[C:20]([OH:22])=O)[CH:14]=[CH:13][N:12]=2)=[CH:4][CH:3]=1.C(OC([N:33]1[CH2:37][CH2:36][CH:35]([CH2:38][NH2:39])[CH2:34]1)=O)(C)(C)C.C(Cl)CCl, predict the reaction product. The product is: [OH:1][C:2]1[CH:7]=[CH:6][C:5]([CH2:8][CH2:9][NH:10][C:11]2[N:16]=[C:15]([C:17]3[CH:18]=[C:19]([CH:23]=[CH:24][CH:25]=3)[C:20]([NH:39][CH2:38][CH:35]3[CH2:36][CH2:37][NH:33][CH2:34]3)=[O:22])[CH:14]=[CH:13][N:12]=2)=[CH:4][CH:3]=1. (2) Given the reactants Cl[C:2]1[N:7]=[C:6]([NH:8][C@H:9]([CH3:12])[CH2:10][OH:11])[C:5]([C:13]2[S:14][CH:15]=[CH:16][CH:17]=2)=[CH:4][N:3]=1.[NH2:18][C:19]1[CH:24]=[CH:23][C:22]([S:25]([CH3:38])(=[N:27][C:28](=[O:37])[NH:29][CH2:30][C:31]2[CH:36]=[CH:35][CH:34]=[CH:33][CH:32]=2)=[O:26])=[CH:21][CH:20]=1, predict the reaction product. The product is: [CH2:30]([NH:29][C:28]([N:27]=[S:25]([C:22]1[CH:23]=[CH:24][C:19]([NH:18][C:2]2[N:7]=[C:6]([NH:8][C@H:9]([CH3:12])[CH2:10][OH:11])[C:5]([C:13]3[S:14][CH:15]=[CH:16][CH:17]=3)=[CH:4][N:3]=2)=[CH:20][CH:21]=1)([CH3:38])=[O:26])=[O:37])[C:31]1[CH:36]=[CH:35][CH:34]=[CH:33][CH:32]=1.